Dataset: Full USPTO retrosynthesis dataset with 1.9M reactions from patents (1976-2016). Task: Predict the reactants needed to synthesize the given product. (1) Given the product [CH3:11][N:12]([CH3:14])/[CH:13]=[CH:7]/[C:6]([C:3]1[CH:4]=[CH:5][S:1][CH:2]=1)=[O:8], predict the reactants needed to synthesize it. The reactants are: [S:1]1[CH:5]=[CH:4][C:3]([C:6](=[O:8])[CH3:7])=[CH:2]1.CO[CH:11](OC)[N:12]([CH3:14])[CH3:13]. (2) Given the product [F:14][C:15]1[CH:21]=[CH:20][C:18]([NH:19][C:11](=[O:12])[CH2:10][CH2:9][C:5]2[CH:6]=[CH:7][CH:8]=[C:3]([O:2][CH3:1])[CH:4]=2)=[CH:17][CH:16]=1, predict the reactants needed to synthesize it. The reactants are: [CH3:1][O:2][C:3]1[CH:4]=[C:5]([CH2:9][CH2:10][C:11](Cl)=[O:12])[CH:6]=[CH:7][CH:8]=1.[F:14][C:15]1[CH:21]=[CH:20][C:18]([NH2:19])=[CH:17][CH:16]=1. (3) Given the product [Cl:30][C:31]1[CH:32]=[CH:33][C:34]([N+:39]([O-:41])=[O:40])=[C:35]([CH2:36][CH:4]([O:28][CH3:25])[O:3][CH3:2])[CH:38]=1, predict the reactants needed to synthesize it. The reactants are: [Cl-].[CH3:2][O:3][CH2:4][P+](C1C=CC=CC=1)(C1C=CC=CC=1)C1C=CC=CC=1.C[C:25]([O-:28])(C)C.[K+].[Cl:30][C:31]1[CH:32]=[CH:33][C:34]([N+:39]([O-:41])=[O:40])=[C:35]([CH:38]=1)[CH:36]=O.Cl. (4) Given the product [CH2:19]([N:11]1[C:10]2[CH:9]=[C:8]([CH:12]([CH3:13])[CH3:14])[N:7]=[CH:6][C:5]=2[N:4]=[C:2]1[CH2:3][N:30]1[CH:34]=[CH:33][N:32]=[C:31]1[C:35]1[S:36][CH:37]=[CH:38][N:39]=1)[CH3:20], predict the reactants needed to synthesize it. The reactants are: Cl.[CH2:2]([NH:4][C:5]1[CH:6]=[N:7][C:8]([CH:12]([CH3:14])[CH3:13])=[CH:9][C:10]=1[NH2:11])[CH3:3].C[Al](C)C.[C:19]1(C)C=CC=C[CH:20]=1.COC(=O)C[N:30]1[CH:34]=[CH:33][N:32]=[C:31]1[C:35]1[S:36][CH:37]=[CH:38][N:39]=1. (5) Given the product [CH2:18]1[C:26]2[C:21](=[CH:22][CH:23]=[CH:24][CH:25]=2)[CH2:20][CH:19]1[NH:27][C:28]1[N:29]=[CH:30][C:31]2[CH2:37][N:36]([C:38]([C:40]3[N:45]=[N:44][C:43]([CH2:46][C:47]4[NH:48][N:3]=[N:2][N:1]=4)=[CH:42][CH:41]=3)=[O:39])[CH2:35][CH2:34][C:32]=2[N:33]=1, predict the reactants needed to synthesize it. The reactants are: [N:1]([Si](C)(C)C)=[N+:2]=[N-:3].C([Sn](CCCC)=O)CCC.[CH2:18]1[C:26]2[C:21](=[CH:22][CH:23]=[CH:24][CH:25]=2)[CH2:20][CH:19]1[NH:27][C:28]1[N:29]=[CH:30][C:31]2[CH2:37][N:36]([C:38]([C:40]3[N:45]=[N:44][C:43]([CH2:46][C:47]#[N:48])=[CH:42][CH:41]=3)=[O:39])[CH2:35][CH2:34][C:32]=2[N:33]=1. (6) Given the product [CH3:47][O:46][C:24]1[CH:23]=[C:22]([CH:19]2[CH2:20][CH2:21][N:16]([CH2:15][C:14]([N:11]3[CH2:10][CH2:9][NH:8][CH2:13][CH2:12]3)=[O:48])[CH2:17][CH2:18]2)[CH:27]=[CH:26][C:25]=1[NH:28][C:29]1[N:34]=[CH:33][C:32]2=[CH:35][CH:36]=[C:37]([C:38]3[CH:43]=[CH:42][CH:41]=[CH:40][C:39]=3[O:44][CH3:45])[N:31]2[N:30]=1, predict the reactants needed to synthesize it. The reactants are: C(OC([N:8]1[CH2:13][CH2:12][N:11]([C:14](=[O:48])[CH2:15][N:16]2[CH2:21][CH2:20][CH:19]([C:22]3[CH:27]=[CH:26][C:25]([NH:28][C:29]4[N:34]=[CH:33][C:32]5=[CH:35][CH:36]=[C:37]([C:38]6[CH:43]=[CH:42][CH:41]=[CH:40][C:39]=6[O:44][CH3:45])[N:31]5[N:30]=4)=[C:24]([O:46][CH3:47])[CH:23]=3)[CH2:18][CH2:17]2)[CH2:10][CH2:9]1)=O)(C)(C)C.FC(F)(F)C(O)=O.C(Cl)Cl. (7) Given the product [N+:13]([C:5]1[CH:6]=[C:1]([S:7]([CH2:10][CH2:11][OH:12])(=[O:8])=[O:9])[CH:2]=[CH:3][CH:4]=1)([O-:15])=[O:14], predict the reactants needed to synthesize it. The reactants are: [C:1]1([S:7]([CH2:10][CH2:11][OH:12])(=[O:9])=[O:8])[CH:6]=[CH:5][CH:4]=[CH:3][CH:2]=1.[N+:13]([O-])([O-:15])=[O:14].[K+].C(=O)([O-])[O-].[K+].[K+]. (8) Given the product [CH3:19][C:18]1([CH3:20])[C:10]2[S:6][C:7]3[CH:25]=[CH:24][CH:23]=[CH:22][C:8]=3[C:9]=2[NH:11][CH:12]2[CH:17]=[CH:16][CH:15]=[CH:14][CH:13]12, predict the reactants needed to synthesize it. The reactants are: CS(O)(=O)=O.[S:6]1[CH:10]=[C:9]([NH:11][C:12]2[CH:17]=[CH:16][CH:15]=[CH:14][C:13]=2[C:18](O)([CH3:20])[CH3:19])[C:8]2[CH:22]=[CH:23][CH:24]=[CH:25][C:7]1=2. (9) The reactants are: [C:1]([O:5][C:6](=[O:18])[NH:7][C:8]1[CH:9]=[N:10][C:11]([C:14](=[NH:17])[NH:15][OH:16])=[CH:12][CH:13]=1)([CH3:4])([CH3:3])[CH3:2].[CH3:19][C:20]1[CH:28]=[C:24]([C:25](O)=O)[C:23]([OH:29])=[CH:22][CH:21]=1. Given the product [C:1]([O:5][C:6](=[O:18])[NH:7][C:8]1[CH:9]=[N:10][C:11]([C:14]2[N:17]=[C:25]([C:24]3[CH:28]=[C:20]([CH3:19])[CH:21]=[CH:22][C:23]=3[OH:29])[O:16][N:15]=2)=[CH:12][CH:13]=1)([CH3:4])([CH3:2])[CH3:3], predict the reactants needed to synthesize it. (10) Given the product [F:1][C:2]1[C:3]([O:27][CH3:25])=[C:4]2[C:14]3[C:9](=[CH:10][N:11]=[C:12]([C:15]4[CH:16]=[N:17][CH:18]=[CH:19][CH:20]=4)[CH:13]=3)[NH:8][C:5]2=[N:6][CH:7]=1, predict the reactants needed to synthesize it. The reactants are: [F:1][C:2]1[C:3](I)=[C:4]2[C:14]3[C:9](=[CH:10][N:11]=[C:12]([C:15]4[CH:16]=[N:17][CH:18]=[CH:19][CH:20]=4)[CH:13]=3)[NH:8][C:5]2=[N:6][CH:7]=1.C[O-].[Na+].[C:25](OCC)(=[O:27])C.[Cl-].[NH4+].